From a dataset of Forward reaction prediction with 1.9M reactions from USPTO patents (1976-2016). Predict the product of the given reaction. (1) Given the reactants [OH:1][C:2]1[C:7]([NH:8][C:9](=[O:18])[O:10][CH2:11][C:12]2[CH:17]=[CH:16][CH:15]=[CH:14][CH:13]=2)=[CH:6][CH:5]=[CH:4][N:3]=1.C1C(=O)N([I:26])C(=O)C1, predict the reaction product. The product is: [OH:1][C:2]1[C:7]([NH:8][C:9](=[O:18])[O:10][CH2:11][C:12]2[CH:13]=[CH:14][CH:15]=[CH:16][CH:17]=2)=[CH:6][C:5]([I:26])=[CH:4][N:3]=1. (2) Given the reactants [NH2:1][C:2]1[N:7]=[CH:6][C:5]([C:8]#[N:9])=[C:4]([CH3:10])[CH:3]=1.N1C(C)=CC=CC=1C.[F:19][C:20]([F:31])([F:30])[C:21](O[C:21](=[O:22])[C:20]([F:31])([F:30])[F:19])=[O:22], predict the reaction product. The product is: [C:8]([C:5]1[C:4]([CH3:10])=[CH:3][C:2]([NH:1][C:21](=[O:22])[C:20]([F:31])([F:30])[F:19])=[N:7][CH:6]=1)#[N:9].